Dataset: Forward reaction prediction with 1.9M reactions from USPTO patents (1976-2016). Task: Predict the product of the given reaction. (1) Given the reactants [NH2:1][C:2]1[CH:7]=[C:6]([O:8][C:9]2[CH:14]=[CH:13][C:12]([N+:15]([O-:17])=[O:16])=[CH:11][CH:10]=2)[CH:5]=[CH:4][N:3]=1.[CH2:18]([N:20]([CH2:23]C)[CH2:21]C)C.ClC(OC1C=CC=CC=1)=[O:27].CNC, predict the reaction product. The product is: [N+:15]([C:12]1[CH:11]=[CH:10][C:9]([O:8][C:6]2[CH:5]=[CH:4][N:3]=[C:2]([NH:1][C:18](=[O:27])[N:20]([CH3:23])[CH3:21])[CH:7]=2)=[CH:14][CH:13]=1)([O-:17])=[O:16]. (2) Given the reactants [Br:1][C:2]1[CH:3]=[C:4]2[C:9](=[CH:10][CH:11]=1)[C:8](Cl)=[N:7][N:6]=[CH:5]2.[CH:13]([NH2:16])([CH3:15])[CH3:14], predict the reaction product. The product is: [Br:1][C:2]1[CH:3]=[C:4]2[C:9](=[CH:10][CH:11]=1)[C:8]([NH:16][CH:13]([CH3:15])[CH3:14])=[N:7][N:6]=[CH:5]2. (3) Given the reactants [C:1]([NH:5][C:6]([C:8]1[C:16]2[C:11](=[N:12][CH:13]=[C:14]([C:17]3[CH:22]=[CH:21][CH:20]=[C:19]([N+:23]([O-])=O)[CH:18]=3)[N:15]=2)[N:10]([CH2:26][O:27][CH2:28][CH2:29][Si:30]([CH3:33])([CH3:32])[CH3:31])[CH:9]=1)=[O:7])([CH3:4])([CH3:3])[CH3:2].Cl[Sn]Cl.N.O, predict the reaction product. The product is: [NH2:23][C:19]1[CH:18]=[C:17]([C:14]2[N:15]=[C:16]3[C:8]([C:6]([NH:5][C:1]([CH3:4])([CH3:3])[CH3:2])=[O:7])=[CH:9][N:10]([CH2:26][O:27][CH2:28][CH2:29][Si:30]([CH3:33])([CH3:32])[CH3:31])[C:11]3=[N:12][CH:13]=2)[CH:22]=[CH:21][CH:20]=1. (4) The product is: [CH2:24]([O:9][CH2:8][CH:6]([OH:7])[CH2:4][OH:5])[CH2:23][CH2:22][CH2:21][CH2:20][CH2:19][CH2:18][CH2:17][CH2:16][CH2:15][CH2:14][CH3:13]. Given the reactants C(=[C:4]([CH:6]([CH2:8][OH:9])[OH:7])[OH:5])(C)C.[OH-].[K+].Br[CH2:13][CH2:14][CH2:15][CH2:16][CH2:17][CH2:18][CH2:19][CH2:20][CH2:21][CH2:22][CH2:23][CH3:24], predict the reaction product. (5) Given the reactants O=[C:2]1[C:8]2[CH:9]=[C:10]([C:13]([F:16])([F:15])[F:14])[CH:11]=[CH:12][C:7]=2[O:6][CH2:5][CH:4]2[CH2:17][N:18]([C:21]([O:23][C:24]([CH3:27])([CH3:26])[CH3:25])=[O:22])[CH2:19][CH2:20][N:3]12.B.O1CCCC1.CO.[OH-].[Na+], predict the reaction product. The product is: [F:16][C:13]([F:14])([F:15])[C:10]1[CH:11]=[CH:12][C:7]2[O:6][CH2:5][CH:4]3[CH2:17][N:18]([C:21]([O:23][C:24]([CH3:26])([CH3:27])[CH3:25])=[O:22])[CH2:19][CH2:20][N:3]3[CH2:2][C:8]=2[CH:9]=1. (6) The product is: [ClH:1].[CH3:17][N:16]([CH3:18])[C:15]([CH:12]1[CH2:13][CH2:14][CH:9]([NH2:8])[CH2:10][CH2:11]1)=[O:19]. Given the reactants [ClH:1].C(OC(=O)[NH:8][CH:9]1[CH2:14][CH2:13][CH:12]([C:15](=[O:19])[N:16]([CH3:18])[CH3:17])[CH2:11][CH2:10]1)(C)(C)C.C1(C)C=CC=CC=1, predict the reaction product. (7) Given the reactants C(OC([N:8]1[CH2:17][CH2:16][C:15]2[C:11](=[C:12](OS(C(F)(F)F)(=O)=O)[N:13]([C:18]3[CH:23]=[CH:22][CH:21]=[CH:20][CH:19]=3)[N:14]=2)[CH2:10][CH2:9]1)=O)(C)(C)C.CCN(C(C)C)C(C)C.[CH:41]1[CH:46]=[CH:45][C:44](N(S(C(F)(F)F)(=O)=O)S(C(F)(F)F)(=O)=O)=[CH:43][CH:42]=1, predict the reaction product. The product is: [C:18]1([N:13]2[C:12]([C:41]3[CH:46]=[CH:45][CH:44]=[CH:43][CH:42]=3)=[C:11]3[C:15]([CH2:16][CH2:17][NH:8][CH2:9][CH2:10]3)=[N:14]2)[CH:19]=[CH:20][CH:21]=[CH:22][CH:23]=1. (8) Given the reactants [F:1][C:2]([F:28])([F:27])[C:3]1[CH:8]=[C:7]([C:9]2[O:13][N:12]=[C:11]([C:14]3[CH:19]=[CH:18][C:17]([NH2:20])=[CH:16][CH:15]=3)[CH:10]=2)[CH:6]=[CH:5][C:4]=1[C:21]1[CH:26]=[CH:25][CH:24]=[CH:23][CH:22]=1.CN1CCOCC1.[C:36]1(=[O:42])[O:41][C:39](=[O:40])[CH2:38][CH2:37]1, predict the reaction product. The product is: [F:28][C:2]([F:27])([F:1])[C:3]1[CH:8]=[C:7]([C:9]2[O:13][N:12]=[C:11]([C:14]3[CH:15]=[CH:16][C:17]([NH:20][C:36](=[O:42])[CH2:37][CH2:38][C:39]([OH:41])=[O:40])=[CH:18][CH:19]=3)[CH:10]=2)[CH:6]=[CH:5][C:4]=1[C:21]1[CH:26]=[CH:25][CH:24]=[CH:23][CH:22]=1. (9) Given the reactants [CH3:1][O:2][C:3]1[CH:4]=[C:5]([CH:11]=O)[CH:6]=[N:7][C:8]=1[O:9][CH3:10].[CH3:13][C:14]1[O:18][N:17]=[C:16]([C:19]2[CH:24]=[CH:23][C:22]([NH2:25])=[CH:21][CH:20]=2)[N:15]=1.C[Si]([C:30]#[N:31])(C)C, predict the reaction product. The product is: [CH3:1][O:2][C:3]1[CH:4]=[C:5]([CH:11]([NH:25][C:22]2[CH:23]=[CH:24][C:19]([C:16]3[N:15]=[C:14]([CH3:13])[O:18][N:17]=3)=[CH:20][CH:21]=2)[C:30]#[N:31])[CH:6]=[N:7][C:8]=1[O:9][CH3:10]. (10) Given the reactants C[C:2]1[CH:7]=[CH:6][CH:5]=[C:4]([C:8]#[C:9][CH:10]=[C:11]2[CH2:16][CH2:15][NH:14][CH2:13][CH2:12]2)[N:3]=1.[C:17](C1C=C(C#CC=C2CCN(C(OC(C)(C)C)=O)CC2)C=NC=1)#[N:18], predict the reaction product. The product is: [NH:14]1[CH2:13][CH2:12][C:11](=[CH:10][C:9]#[C:8][C:4]2[CH:5]=[CH:6][C:7]([C:2]#[N:3])=[N:18][CH:17]=2)[CH2:16][CH2:15]1.